The task is: Predict the reactants needed to synthesize the given product.. This data is from Full USPTO retrosynthesis dataset with 1.9M reactions from patents (1976-2016). (1) The reactants are: [Br:1][C:2]1[C:3]([Cl:12])=[CH:4][C:5]([OH:11])=[C:6]([CH:10]=1)[C:7]([OH:9])=O.C(N(CC)CC)C.CN(C(ON1N=NC2C=CC=NC1=2)=[N+](C)C)C.F[P-](F)(F)(F)(F)F.[O:44]([C:46]1[CH:53]=[CH:52][CH:51]=[CH:50][C:47]=1[NH:48][CH3:49])[CH3:45]. Given the product [Br:1][C:2]1[C:3]([Cl:12])=[CH:4][C:5]([OH:11])=[C:6]([CH:10]=1)[C:7]([N:48]([C:47]1[CH:50]=[CH:51][CH:52]=[CH:53][C:46]=1[O:44][CH3:45])[CH3:49])=[O:9], predict the reactants needed to synthesize it. (2) The reactants are: [CH3:1][C:2]1[C:7]([C:8]([NH:10][CH2:11][CH2:12][C@H:13]([N:15]2[CH2:20][CH2:19][CH:18]([N:21]([CH2:38][C:39]3[CH:43]=[CH:42][S:41][CH:40]=3)[C:22]3[CH:37]=[CH:36][C:25]([O:26][C:27]4[CH:35]=[CH:34][C:30]([C:31]([OH:33])=O)=[CH:29][CH:28]=4)=[CH:24][CH:23]=3)[CH2:17][CH2:16]2)[CH3:14])=[O:9])=[C:6]([CH3:44])[N:5]=[CH:4][N:3]=1.[Cl-].[NH4+:46]. Given the product [C:31]([C:30]1[CH:29]=[CH:28][C:27]([O:26][C:25]2[CH:36]=[CH:37][C:22]([N:21]([CH2:38][C:39]3[CH:43]=[CH:42][S:41][CH:40]=3)[CH:18]3[CH2:19][CH2:20][N:15]([C@H:13]([CH3:14])[CH2:12][CH2:11][NH:10][C:8]([C:7]4[C:2]([CH3:1])=[N:3][CH:4]=[N:5][C:6]=4[CH3:44])=[O:9])[CH2:16][CH2:17]3)=[CH:23][CH:24]=2)=[CH:35][CH:34]=1)(=[O:33])[NH2:46], predict the reactants needed to synthesize it. (3) Given the product [CH3:15][O:14][C:11]1[CH:10]=[C:5]2[C:4]([C:1]([CH3:2])=[N:17][NH:18][C:6]2=[O:7])=[CH:13][CH:12]=1, predict the reactants needed to synthesize it. The reactants are: [C:1]([C:4]1[CH:13]=[CH:12][C:11]([O:14][CH3:15])=[CH:10][C:5]=1[C:6](OC)=[O:7])(=O)[CH3:2].O.[NH2:17][NH2:18]. (4) The reactants are: [CH2:1]([N:8]1[C:16]2([CH2:21][CH2:20][NH:19][CH2:18][CH2:17]2)[C:15]2[C:10](=[CH:11][CH:12]=[CH:13][CH:14]=2)[C:9]1=[O:22])[C:2]1[CH:7]=[CH:6][CH:5]=[CH:4][CH:3]=1.Cl[CH2:24][C:25]([N:27]1[CH2:32][CH2:31][N:30]([CH:33]2[CH2:36][CH2:35][CH2:34]2)[CH2:29][CH2:28]1)=[O:26].C([O-])([O-])=O.[K+].[K+].O. Given the product [CH2:1]([N:8]1[C:16]2([CH2:21][CH2:20][N:19]([CH2:24][C:25]([N:27]3[CH2:32][CH2:31][N:30]([CH:33]4[CH2:36][CH2:35][CH2:34]4)[CH2:29][CH2:28]3)=[O:26])[CH2:18][CH2:17]2)[C:15]2[C:10](=[CH:11][CH:12]=[CH:13][CH:14]=2)[C:9]1=[O:22])[C:2]1[CH:7]=[CH:6][CH:5]=[CH:4][CH:3]=1, predict the reactants needed to synthesize it.